This data is from Full USPTO retrosynthesis dataset with 1.9M reactions from patents (1976-2016). The task is: Predict the reactants needed to synthesize the given product. Given the product [O:22]1[C:21]2[CH:25]=[CH:26][C:18]([C:6]3[CH:5]=[C:4]([CH:9]=[C:8]([O:10][CH2:11][C:12]4[CH:13]=[CH:14][CH:15]=[CH:16][CH:17]=4)[CH:7]=3)[C:3]([OH:27])=[O:2])=[CH:19][C:20]=2[O:24][CH2:23]1, predict the reactants needed to synthesize it. The reactants are: C[O:2][C:3](=[O:27])[C:4]1[CH:9]=[C:8]([O:10][CH2:11][C:12]2[CH:17]=[CH:16][CH:15]=[CH:14][CH:13]=2)[CH:7]=[C:6]([C:18]2[CH:26]=[CH:25][C:21]3[O:22][CH2:23][O:24][C:20]=3[CH:19]=2)[CH:5]=1.[OH-].[Na+].